The task is: Predict the reactants needed to synthesize the given product.. This data is from Full USPTO retrosynthesis dataset with 1.9M reactions from patents (1976-2016). (1) Given the product [Br:17][CH2:18][CH2:19][CH2:20][CH2:21][CH2:22][N:8]([N:6]1[CH:5]=[N:4][N:3]=[CH:7]1)[C:9]1[CH:10]=[CH:11][C:12]([C:13]#[N:14])=[CH:15][CH:16]=1, predict the reactants needed to synthesize it. The reactants are: [H-].[Na+].[N:3]1[N:4]=[CH:5][N:6]([NH:8][C:9]2[CH:16]=[CH:15][C:12]([C:13]#[N:14])=[CH:11][CH:10]=2)[CH:7]=1.[Br:17][CH2:18][CH2:19][CH2:20][CH2:21][CH2:22]Br.C(OCC)(=O)C. (2) Given the product [Cl:45][C:29]1[CH:30]=[CH:31][C:32]2[CH2:33][CH2:34][N:35]([C:39](=[O:44])[C:40]([F:42])([F:41])[F:43])[CH2:36][CH2:37][C:38]=2[C:28]=1[NH:27][CH2:26][CH2:25][NH:24][C:1]([C:2]1[CH:3]=[N:4][CH:5]=[CH:6][CH:7]=1)=[O:9], predict the reactants needed to synthesize it. The reactants are: [C:1]([OH:9])(=O)[C:2]1[CH:7]=[CH:6][CH:5]=[N:4][CH:3]=1.C(Cl)CCl.C1C=CC2N(O)N=NC=2C=1.[NH2:24][CH2:25][CH2:26][NH:27][C:28]1[C:38]2[CH2:37][CH2:36][N:35]([C:39](=[O:44])[C:40]([F:43])([F:42])[F:41])[CH2:34][CH2:33][C:32]=2[CH:31]=[CH:30][C:29]=1[Cl:45]. (3) Given the product [Br:1][C:2]1[CH:3]=[N:4][C:5]([C:8]2[CH:9]=[C:10]([CH:11]=[CH:12][CH:13]=2)[CH2:14][N:33]2[C:32](=[O:35])[CH:31]=[CH:30][C:29]([O:22][C:23]3[CH:28]=[CH:27][CH:26]=[CH:25][CH:24]=3)=[N:34]2)=[N:6][CH:7]=1, predict the reactants needed to synthesize it. The reactants are: [Br:1][C:2]1[CH:3]=[N:4][C:5]([C:8]2[CH:13]=[CH:12][CH:11]=[C:10]([CH2:14]Cl)[CH:9]=2)=[N:6][CH:7]=1.C(=O)([O-])[O-].[Cs+].[Cs+].[O:22]([C:29]1[CH:30]=[CH:31][C:32](=[O:35])[NH:33][N:34]=1)[C:23]1[CH:28]=[CH:27][CH:26]=[CH:25][CH:24]=1.O. (4) Given the product [C:1]([C:5]1[N:9]=[C:8]([C:10]2[CH:15]=[C:14]([O:16][CH2:17][C@@H:18]3[CH2:22][CH2:21][CH2:20][N:19]3[CH3:28])[C:13]([CH:23]3[CH2:24][CH2:25]3)=[CH:12][N:11]=2)[O:7][N:6]=1)([CH3:4])([CH3:2])[CH3:3], predict the reactants needed to synthesize it. The reactants are: [C:1]([C:5]1[N:9]=[C:8]([C:10]2[CH:15]=[C:14]([O:16][CH2:17][C@@H:18]3[CH2:22][CH2:21][CH2:20][NH:19]3)[C:13]([CH:23]3[CH2:25][CH2:24]3)=[CH:12][N:11]=2)[O:7][N:6]=1)([CH3:4])([CH3:3])[CH3:2].C=O.[C:28](O[BH-](OC(=O)C)OC(=O)C)(=O)C.[Na+].